From a dataset of Full USPTO retrosynthesis dataset with 1.9M reactions from patents (1976-2016). Predict the reactants needed to synthesize the given product. (1) Given the product [F:30][C:31]([F:38])([F:37])[C:32]([NH:1][CH:2]1[C:10]2[C:5](=[CH:6][C:7]([CH2:11][N:12]3[CH:16]=[C:15]([CH2:17][OH:18])[C:14]([C:19]([F:22])([F:21])[F:20])=[N:13]3)=[CH:8][CH:9]=2)[CH2:4][CH2:3]1)=[O:33], predict the reactants needed to synthesize it. The reactants are: [NH2:1][CH:2]1[C:10]2[C:5](=[CH:6][C:7]([CH2:11][N:12]3[CH:16]=[C:15]([CH2:17][OH:18])[C:14]([C:19]([F:22])([F:21])[F:20])=[N:13]3)=[CH:8][CH:9]=2)[CH2:4][CH2:3]1.C(N(CC)CC)C.[F:30][C:31]([F:38])([F:37])[C:32](OCC)=[O:33]. (2) Given the product [F:1][C:2]1[C:7]([F:8])=[CH:6][CH:5]=[CH:4][C:3]=1[CH2:9][CH2:10][C:11]1[N:12]([CH2:22][C:23]([N:39]([CH2:40][C:41]2[CH:46]=[CH:45][C:44]([C:47]3[CH:48]=[CH:49][C:50]([C:53]([F:56])([F:54])[F:55])=[CH:51][CH:52]=3)=[CH:43][CH:42]=2)[CH:36]2[CH2:37][CH2:38][N:33]([C:27]([CH3:26])([CH3:32])[C:28]([O:30][CH3:31])=[O:29])[CH2:34][CH2:35]2)=[O:25])[C:13]2[C:18]([C:19](=[O:21])[N:20]=1)=[CH:17][CH:16]=[CH:15][CH:14]=2, predict the reactants needed to synthesize it. The reactants are: [F:1][C:2]1[C:7]([F:8])=[CH:6][CH:5]=[CH:4][C:3]=1[CH2:9][CH2:10][C:11]1[N:12]([CH2:22][C:23]([OH:25])=O)[C:13]2[C:18]([C:19](=[O:21])[N:20]=1)=[CH:17][CH:16]=[CH:15][CH:14]=2.[CH3:26][C:27]([N:33]1[CH2:38][CH2:37][CH:36]([NH:39][CH2:40][C:41]2[CH:46]=[CH:45][C:44]([C:47]3[CH:52]=[CH:51][C:50]([C:53]([F:56])([F:55])[F:54])=[CH:49][CH:48]=3)=[CH:43][CH:42]=2)[CH2:35][CH2:34]1)([CH3:32])[C:28]([O:30][CH3:31])=[O:29].CCN(C(C)C)C(C)C.CN(C(ON1N=NC2C=CC=NC1=2)=[N+](C)C)C.F[P-](F)(F)(F)(F)F. (3) Given the product [O:28]=[C:26]1[NH:25][C:24](=[O:29])[CH:23]([CH2:22][C:21]2[CH:30]=[CH:31][C:18]([O:17][CH2:16][C:14]3[N:13]([CH3:32])[C:12]4[CH:33]=[C:8]([O:7][C:6]5[CH:5]=[C:4]([NH:3][C:44]([NH:43][CH2:37][CH2:38][CH2:39][CH2:40][CH2:41][CH3:42])=[O:45])[CH:36]=[CH:35][CH:34]=5)[CH:9]=[CH:10][C:11]=4[N:15]=3)=[CH:19][CH:20]=2)[S:27]1, predict the reactants needed to synthesize it. The reactants are: Cl.Cl.[NH2:3][C:4]1[CH:5]=[C:6]([CH:34]=[CH:35][CH:36]=1)[O:7][C:8]1[CH:9]=[CH:10][C:11]2[N:15]=[C:14]([CH2:16][O:17][C:18]3[CH:31]=[CH:30][C:21]([CH2:22][CH:23]4[S:27][C:26](=[O:28])[NH:25][C:24]4=[O:29])=[CH:20][CH:19]=3)[N:13]([CH3:32])[C:12]=2[CH:33]=1.[CH2:37]([N:43]=[C:44]=[O:45])[CH2:38][CH2:39][CH2:40][CH2:41][CH3:42].C(N(CC)CC)C. (4) The reactants are: [CH3:1][C:2]1[CH:3]=[N:4][CH:5]=[CH:6][CH:7]=1.[Cl:8][CH2:9][CH2:10][CH2:11][CH3:12]. Given the product [Cl-:8].[CH3:1][C:2]1[CH:3]=[N+:4]([CH2:9][CH2:10][CH2:11][CH3:12])[CH:5]=[CH:6][CH:7]=1, predict the reactants needed to synthesize it. (5) Given the product [Br:1][C:2]1[CH:3]=[C:4]2[C:9]3=[C:10]([N:12]([CH:15]([CH3:21])[C:16]([OH:18])=[O:17])[C:13](=[O:14])[N:8]3[CH2:7][CH2:6][CH2:5]2)[CH:11]=1, predict the reactants needed to synthesize it. The reactants are: [Br:1][C:2]1[CH:3]=[C:4]2[C:9]3=[C:10]([N:12]([CH:15]([CH3:21])[C:16]([O:18]CC)=[O:17])[C:13](=[O:14])[N:8]3[CH2:7][CH2:6][CH2:5]2)[CH:11]=1.[OH-].[Li+].Cl. (6) Given the product [CH:22]([N:25]([C:19](=[O:21])/[CH:18]=[CH:17]/[C:10]1[C:11]2[C:16](=[CH:15][CH:14]=[CH:13][CH:12]=2)[N:8]([C:6]([O:5][C:1]([CH3:4])([CH3:3])[CH3:2])=[O:7])[CH:9]=1)[NH:26][C:27](=[O:35])[C:28]1[CH:29]=[CH:30][C:31]([CH3:34])=[CH:32][CH:33]=1)([CH3:24])[CH3:23], predict the reactants needed to synthesize it. The reactants are: [C:1]([O:5][C:6]([N:8]1[C:16]2[C:11](=[CH:12][CH:13]=[CH:14][CH:15]=2)[C:10](/[CH:17]=[CH:18]/[C:19]([OH:21])=O)=[CH:9]1)=[O:7])([CH3:4])([CH3:3])[CH3:2].[CH:22]([NH:25][NH:26][C:27](=[O:35])[C:28]1[CH:33]=[CH:32][C:31]([CH3:34])=[CH:30][CH:29]=1)([CH3:24])[CH3:23].CN(C(ON1N=NC2C=CC=NC1=2)=[N+](C)C)C.F[P-](F)(F)(F)(F)F.C(N(CC)C(C)C)(C)C.